This data is from Forward reaction prediction with 1.9M reactions from USPTO patents (1976-2016). The task is: Predict the product of the given reaction. (1) Given the reactants [CH3:1][C:2]1[CH:7]=[CH:6][C:5]([S:8]([O:11][CH2:12][C@@H:13]2[C@@H:17]([CH2:18]OS(C3C=CC(C)=CC=3)(=O)=O)[O:16][C:15]([CH3:31])([CH3:30])[O:14]2)(=[O:10])=[O:9])=[CH:4][CH:3]=1.[N-:32]=[N+:33]=[N-:34].[Na+], predict the reaction product. The product is: [CH3:1][C:2]1[CH:7]=[CH:6][C:5]([S:8]([O:11][CH2:12][C@@H:13]2[C@@H:17]([CH2:18][N:32]=[N+:33]=[N-:34])[O:16][C:15]([CH3:31])([CH3:30])[O:14]2)(=[O:10])=[O:9])=[CH:4][CH:3]=1. (2) Given the reactants CN([CH:4]([CH3:14])[C:5]([C:7]1[CH:12]=[CH:11][CH:10]=[C:9]([F:13])[CH:8]=1)=O)C.[NH2:15]/[C:16](/[CH3:23])=[CH:17]\[C:18]([O:20][CH2:21][CH3:22])=[O:19], predict the reaction product. The product is: [F:13][C:9]1[CH:8]=[C:7]([C:5]2[CH:4]=[CH:14][C:17]([C:18]([O:20][CH2:21][CH3:22])=[O:19])=[C:16]([CH3:23])[N:15]=2)[CH:12]=[CH:11][CH:10]=1.